This data is from Full USPTO retrosynthesis dataset with 1.9M reactions from patents (1976-2016). The task is: Predict the reactants needed to synthesize the given product. (1) Given the product [CH2:20]([S:22]([C:5]1[CH:6]=[C:1]([C:7]2[CH:15]=[CH:14][CH:13]=[C:12]3[C:8]=2[C:9]2[CH:19]=[CH:18][CH:17]=[N:16][C:10]=2[NH:11]3)[CH:2]=[CH:3][CH:4]=1)(=[O:24])=[O:23])[CH3:21], predict the reactants needed to synthesize it. The reactants are: [C:1]1([C:7]2[CH:15]=[CH:14][CH:13]=[C:12]3[C:8]=2[C:9]2[CH:19]=[CH:18][CH:17]=[N:16][C:10]=2[NH:11]3)[CH:6]=[CH:5][CH:4]=[CH:3][CH:2]=1.[CH2:20]([S:22](C1C=C(B(O)O)C=CC=1)(=[O:24])=[O:23])[CH3:21]. (2) The reactants are: [NH2:1][C:2]1[S:3][C:4]([CH3:13])=[C:5]([C:7]2[CH:12]=[CH:11][CH:10]=[CH:9][CH:8]=2)[N:6]=1.[C:14]1([C:20]2[O:24][N:23]=[CH:22][C:21]=2[CH2:25][CH2:26][C:27](O)=[O:28])[CH:19]=[CH:18][CH:17]=[CH:16][CH:15]=1.O.ON1C2C=CC=CC=2N=N1.Cl.C(N=C=NCCCN(C)C)C. Given the product [CH3:13][C:4]1[S:3][C:2]([NH:1][C:27](=[O:28])[CH2:26][CH2:25][C:21]2[CH:22]=[N:23][O:24][C:20]=2[C:14]2[CH:15]=[CH:16][CH:17]=[CH:18][CH:19]=2)=[N:6][C:5]=1[C:7]1[CH:12]=[CH:11][CH:10]=[CH:9][CH:8]=1, predict the reactants needed to synthesize it. (3) Given the product [C:1]([C:5]1[CH:6]=[CH:7][C:8]([SH:49]2[CH:46]=[C:47]([OH:42])[C:48]([C:43](=[N:36][NH:35][C:33](=[O:34])[C:32]3[CH:37]=[CH:38][C:29]([CH2:28][OH:27])=[C:30]([N+:39]([O-:41])=[O:40])[CH:31]=3)[CH3:53])=[CH:54]2)=[CH:9][CH:10]=1)([CH3:2])([CH3:3])[CH3:4], predict the reactants needed to synthesize it. The reactants are: [C:1]([C:5]1[CH:10]=[CH:9][C:8](C2S(=C=O)C=C(C)C=2O)=[CH:7][CH:6]=1)([CH3:4])([CH3:3])[CH3:2].[Si]([O:27][CH2:28][C:29]1[CH:38]=[CH:37][C:32]([C:33]([NH:35][NH2:36])=[O:34])=[CH:31][C:30]=1[N+:39]([O-:41])=[O:40])(C(C)(C)C)(C)C.[OH2:42].[C:43]1([CH3:53])[CH:48]=[CH:47][C:46]([S:49](O)(=O)=O)=CC=1.[CH:54](O)(C)C. (4) Given the product [C:1]([C:5]1[CH:10]=[CH:9][C:8]([S:11]([NH:14][C:15]2[CH:20]=[CH:19][C:18]([Cl:21])=[CH:17][C:16]=2[N:22]2[C:30]3[CH2:29][CH2:28][CH2:27][N:26]([S:32]([CH3:31])(=[O:34])=[O:33])[C:25]=3[N:24]=[N:23]2)(=[O:12])=[O:13])=[CH:7][CH:6]=1)([CH3:4])([CH3:2])[CH3:3], predict the reactants needed to synthesize it. The reactants are: [C:1]([C:5]1[CH:10]=[CH:9][C:8]([S:11]([NH:14][C:15]2[CH:20]=[CH:19][C:18]([Cl:21])=[CH:17][C:16]=2[N:22]2[C:30]3[CH2:29][CH2:28][CH2:27][NH:26][C:25]=3[N:24]=[N:23]2)(=[O:13])=[O:12])=[CH:7][CH:6]=1)([CH3:4])([CH3:3])[CH3:2].[CH3:31][S:32](Cl)(=[O:34])=[O:33]. (5) The reactants are: [C:1]12([CH2:11][NH:12][C:13]([C:15]3[N:20]4[CH:21]=[C:22]([CH2:24][CH2:25][N:26]5C(=O)C6C(=CC=CC=6)C5=O)[N:23]=[C:19]4[CH:18]=[CH:17][CH:16]=3)=[O:14])[CH2:10][CH:5]3[CH2:6][CH:7]([CH2:9][CH:3]([CH2:4]3)[CH2:2]1)[CH2:8]2.NN. Given the product [C:1]12([CH2:11][NH:12][C:13]([C:15]3[N:20]4[CH:21]=[C:22]([CH2:24][CH2:25][NH2:26])[N:23]=[C:19]4[CH:18]=[CH:17][CH:16]=3)=[O:14])[CH2:8][CH:7]3[CH2:9][CH:3]([CH2:4][CH:5]([CH2:6]3)[CH2:10]1)[CH2:2]2, predict the reactants needed to synthesize it.